This data is from Forward reaction prediction with 1.9M reactions from USPTO patents (1976-2016). The task is: Predict the product of the given reaction. Given the reactants CO[C:3](=[O:8])[CH2:4][C:5](=O)[CH3:6].Br[CH2:10][C:11]([C:13]1[CH:18]=[C:17]([Cl:19])[C:16]([CH3:20])=[CH:15][C:14]=1[O:21][CH3:22])=O.[O:23]1[CH2:28][CH2:27][O:26][CH2:25][CH:24]1[CH2:29][NH2:30].[N:31]1([NH2:37])[CH2:36][CH2:35][CH2:34][CH2:33][CH2:32]1, predict the reaction product. The product is: [N:31]1([NH:37][C:3]([C:4]2[CH:10]=[C:11]([C:13]3[CH:18]=[C:17]([Cl:19])[C:16]([CH3:20])=[CH:15][C:14]=3[O:21][CH3:22])[N:30]([CH2:29][CH:24]3[CH2:25][O:26][CH2:27][CH2:28][O:23]3)[C:5]=2[CH3:6])=[O:8])[CH2:36][CH2:35][CH2:34][CH2:33][CH2:32]1.